Dataset: Full USPTO retrosynthesis dataset with 1.9M reactions from patents (1976-2016). Task: Predict the reactants needed to synthesize the given product. (1) Given the product [C:1]1([C:3](=[CH:5][CH:6]=[CH:7][CH:8]=1)[O-:4])[O-:2].[Zr+4:13].[C:1]1([C:3](=[CH:5][CH:6]=[CH:7][CH:8]=1)[O-:4])[O-:2], predict the reactants needed to synthesize it. The reactants are: [C:1]1([C:3](=[CH:5][CH:6]=[CH:7][CH:8]=1)[OH:4])[OH:2].CC(C)[O-].[Zr+4:13].CC(C)[O-].CC(C)[O-].CC(C)[O-]. (2) Given the product [N:12]1[CH:13]=[CH:14][CH:15]=[CH:16][C:11]=1[N:8]1[C:6]2[N:7]=[C:2]([NH:22][C:21]3[CH:23]=[C:24]([O:28][CH3:29])[C:25]([O:26][CH3:27])=[C:19]([O:18][CH3:17])[CH:20]=3)[N:3]=[CH:4][C:5]=2[CH:10]=[CH:9]1, predict the reactants needed to synthesize it. The reactants are: Cl[C:2]1[N:3]=[CH:4][C:5]2[CH:10]=[CH:9][N:8]([C:11]3[CH:16]=[CH:15][CH:14]=[CH:13][N:12]=3)[C:6]=2[N:7]=1.[CH3:17][O:18][C:19]1[CH:20]=[C:21]([CH:23]=[C:24]([O:28][CH3:29])[C:25]=1[O:26][CH3:27])[NH2:22].CC(C)([O-])C.[K+]. (3) Given the product [ClH:35].[CH2:1]([C:5]1[CH:6]=[CH:7][C:8]([C:11]2[O:15][C:14]([C:16]3[CH:32]=[CH:31][C:19]([CH2:20][NH:21][C@@H:22]4[CH2:25][C@H:24]([C:26]([OH:28])=[O:27])[CH2:23]4)=[CH:18][CH:17]=3)=[N:13][N:12]=2)=[CH:9][CH:10]=1)[CH:2]([CH3:4])[CH3:3], predict the reactants needed to synthesize it. The reactants are: [CH2:1]([C:5]1[CH:10]=[CH:9][C:8]([C:11]2[O:15][C:14]([C:16]3[CH:32]=[CH:31][C:19]([CH2:20][NH:21][C@@H:22]4[CH2:25][C@H:24]([C:26]([O:28]CC)=[O:27])[CH2:23]4)=[CH:18][CH:17]=3)=[N:13][N:12]=2)=[CH:7][CH:6]=1)[CH:2]([CH3:4])[CH3:3].[OH-].[Na+].[ClH:35]. (4) Given the product [F:16][C:17]1[CH:18]=[CH:19][C:20]([C:23]2[NH:27][C:26](/[CH:28]=[CH:29]/[C:30]3[CH:35]=[CH:34][C:33]([N:36]4[CH:40]=[C:39]([CH3:41])[N:38]=[CH:37]4)=[C:32]([O:42][CH3:43])[CH:31]=3)=[N:25][C:24]=2[C:44]([O:46][CH2:49][CH2:48][Br:47])=[O:45])=[CH:21][CH:22]=1, predict the reactants needed to synthesize it. The reactants are: C1CCC(N=C=NC2CCCCC2)CC1.[F:16][C:17]1[CH:22]=[CH:21][C:20]([C:23]2[NH:27][C:26](/[CH:28]=[CH:29]/[C:30]3[CH:35]=[CH:34][C:33]([N:36]4[CH:40]=[C:39]([CH3:41])[N:38]=[CH:37]4)=[C:32]([O:42][CH3:43])[CH:31]=3)=[N:25][C:24]=2[C:44]([OH:46])=[O:45])=[CH:19][CH:18]=1.[Br:47][CH2:48][CH2:49]O.O.C(=O)(O)[O-].[Na+]. (5) Given the product [Cl:31][C:24]1[CH:23]=[C:22]([P:33]([CH3:34])([CH3:32])=[O:35])[CH:27]=[CH:26][C:25]=1[C:2]1[CH:3]=[C:4]([O:9][CH:10]([C:12]2[C:17]([Cl:18])=[CH:16][CH:15]=[C:14]([F:19])[C:13]=2[Cl:20])[CH3:11])[C:5]([NH2:8])=[N:6][CH:7]=1, predict the reactants needed to synthesize it. The reactants are: Br[C:2]1[CH:3]=[C:4]([O:9][CH:10]([C:12]2[C:17]([Cl:18])=[CH:16][CH:15]=[C:14]([F:19])[C:13]=2[Cl:20])[CH3:11])[C:5]([NH2:8])=[N:6][CH:7]=1.Br[C:22]1[CH:27]=[CH:26][C:25](B(O)O)=[C:24]([Cl:31])[CH:23]=1.[CH3:32][PH:33](=[O:35])[CH3:34].